Dataset: Reaction yield outcomes from USPTO patents with 853,638 reactions. Task: Predict the reaction yield, written as a fraction of the theoretical maximum amount of product (1.0 means a 100% yield; for example, 0.34 means a 34% yield). (1) The reactants are O.[C:2]1(C)C=CC(S(O)(=O)=O)=C[CH:3]=1.[N:13]1[CH:18]=[CH:17][C:16]([CH:19]=[O:20])=[CH:15][CH:14]=1.C([O-])([O-])[O:22][CH2:23][CH3:24]. The catalyst is C(O)C. The product is [CH2:2]([O:20][CH:19]([O:22][CH2:23][CH3:24])[C:16]1[CH:17]=[CH:18][N:13]=[CH:14][CH:15]=1)[CH3:3]. The yield is 0.972. (2) The reactants are CNCCO.[H-].[Na+].ClC[C:10]1[C:11]2[C:16]([C:17](CCl)=[C:18]3[C:23]=1[CH:22]=[CH:21][CH:20]=[CH:19]3)=[CH:15][CH:14]=[CH:13][CH:12]=2. The catalyst is CN(C=O)C. The product is [CH:12]1[C:11]2[C:16](=[CH:17][C:18]3[C:23]([CH:10]=2)=[CH:22][CH:21]=[CH:20][CH:19]=3)[CH:15]=[CH:14][CH:13]=1. The yield is 0.330. (3) The reactants are [C:1]([O:5][C:6]([C@@:8]12[CH2:15][CH:14](O)[CH2:13][C@@H:12]1[C:11](=[O:17])[N:10]([C@@H:18]([C:20]1[CH:25]=[CH:24][CH:23]=[CH:22][CH:21]=1)[CH3:19])[CH2:9]2)=[O:7])([CH3:4])([CH3:3])[CH3:2].COCCN(S(F)(F)[F:36])CCOC. The catalyst is C(Cl)Cl. The product is [C:1]([O:5][C:6]([C@:8]12[CH2:15][CH:14]([F:36])[CH2:13][C@H:12]1[C:11](=[O:17])[N:10]([C@@H:18]([C:20]1[CH:25]=[CH:24][CH:23]=[CH:22][CH:21]=1)[CH3:19])[CH2:9]2)=[O:7])([CH3:4])([CH3:3])[CH3:2]. The yield is 0.710.